Dataset: HIV replication inhibition screening data with 41,000+ compounds from the AIDS Antiviral Screen. Task: Binary Classification. Given a drug SMILES string, predict its activity (active/inactive) in a high-throughput screening assay against a specified biological target. (1) The result is 1 (active). The molecule is O=S(=O)(O)c1ccc2c(N=Nc3ccc(C=Cc4ccc(N=Nc5c(O)ccc6cc(S(=O)(=O)O)ccc56)cc4S(=O)(=O)O)c(S(=O)(=O)O)c3)c(O)ccc2c1.[NaH]. (2) The compound is CN1C(c2ccccc2)=CC(=O)C(O)=C(c2ccccc2)S1(=O)=O. The result is 0 (inactive).